Predict the reactants needed to synthesize the given product. From a dataset of Full USPTO retrosynthesis dataset with 1.9M reactions from patents (1976-2016). The reactants are: Cl[C:2]1[CH:11]=[CH:10][CH:9]=[C:8]2[C:3]=1[CH:4]=[CH:5][C:6]([C:12]1[CH:17]=[C:16]([CH3:18])[CH:15]=[C:14]([CH3:19])[CH:13]=1)=[N:7]2.[Br-].[CH:21]1([Zn+])[CH2:25][CH2:24][CH2:23][CH2:22]1. Given the product [CH:21]1([C:2]2[CH:11]=[CH:10][CH:9]=[C:8]3[C:3]=2[CH:4]=[CH:5][C:6]([C:12]2[CH:17]=[C:16]([CH3:18])[CH:15]=[C:14]([CH3:19])[CH:13]=2)=[N:7]3)[CH2:25][CH2:24][CH2:23][CH2:22]1, predict the reactants needed to synthesize it.